From a dataset of Full USPTO retrosynthesis dataset with 1.9M reactions from patents (1976-2016). Predict the reactants needed to synthesize the given product. (1) Given the product [CH3:13][O:12][C:8]1[CH:7]=[C:6]2[C:11](=[CH:10][CH:9]=1)[C:2]([C:26]1[CH:27]=[C:22]([CH:23]=[CH:24][CH:25]=1)[C:20]#[N:21])=[N:3][C:4]([NH:14][C:15]1[CH:19]=[CH:18][NH:17][N:16]=1)=[CH:5]2, predict the reactants needed to synthesize it. The reactants are: Cl[C:2]1[C:11]2[C:6](=[CH:7][C:8]([O:12][CH3:13])=[CH:9][CH:10]=2)[CH:5]=[C:4]([NH:14][C:15]2[CH:19]=[CH:18][NH:17][N:16]=2)[N:3]=1.[C:20]([C:22]1[CH:23]=[C:24](B(O)O)[CH:25]=[CH:26][CH:27]=1)#[N:21]. (2) Given the product [N:10]1[CH:9]=[CH:8][N:6]2[CH:7]=[C:2]([C:16]3[CH:17]=[C:18]([NH:19][S:20]([CH:23]4[CH2:24][CH2:25]4)(=[O:22])=[O:21])[C:13]([O:12][CH3:11])=[N:14][CH:15]=3)[CH:3]=[CH:4][C:5]=12, predict the reactants needed to synthesize it. The reactants are: Br[C:2]1[CH:3]=[CH:4][C:5]2[N:6]([CH:8]=[CH:9][N:10]=2)[CH:7]=1.[CH3:11][O:12][C:13]1[C:18]([NH:19][S:20]([CH:23]2[CH2:25][CH2:24]2)(=[O:22])=[O:21])=[CH:17][C:16](B2OC(C)(C)C(C)(C)O2)=[CH:15][N:14]=1.CC([O-])=O.[K+].C(Cl)Cl. (3) Given the product [C:3]([O:21][C:19]([C:15]1[C:16](=[O:18])[O:1][C:2]2[C:3]([CH:4]=1)=[CH:6][CH:7]=[C:8]([OH:10])[CH:9]=2)=[O:20])([CH3:6])([CH3:4])[CH3:2], predict the reactants needed to synthesize it. The reactants are: [OH:1][C:2]1[CH:9]=[C:8]([OH:10])[CH:7]=[CH:6][C:3]=1[CH:4]=O.C([CH:15]([C:19]([OH:21])=[O:20])[C:16]([OH:18])=O)(C)(C)C. (4) Given the product [OH:31][CH:28]([CH2:27][N:22]1[CH2:26][CH2:25][CH2:24][CH2:23]1)[CH2:29][O:30][C:18]([N:11]1[C:12]2[C:17](=[CH:16][CH:15]=[CH:14][CH:13]=2)/[C:9](=[CH:8]/[C:3]2[NH:4][C:5]([CH3:7])=[CH:6][C:2]=2[CH3:1])/[C:10]1=[O:21])=[O:19], predict the reactants needed to synthesize it. The reactants are: [CH3:1][C:2]1[CH:6]=[C:5]([CH3:7])[NH:4][C:3]=1/[CH:8]=[C:9]1\[C:10](=[O:21])[N:11]([C:18](Cl)=[O:19])[C:12]2[C:17]\1=[CH:16][CH:15]=[CH:14][CH:13]=2.[N:22]1([CH2:27][CH:28]([OH:31])[CH2:29][OH:30])[CH2:26][CH2:25][CH2:24][CH2:23]1.N1C=CC=CC=1. (5) Given the product [CH3:1][N:2]([CH3:20])[C:3]1[CH:4]=[CH:5][C:6]([C:7]([N:9]2[CH:10]3[CH2:16][CH2:15][CH:14]2[CH2:13][C:12]([OH:17])([CH3:21])[CH2:11]3)=[O:8])=[CH:18][CH:19]=1, predict the reactants needed to synthesize it. The reactants are: [CH3:1][N:2]([CH3:20])[C:3]1[CH:19]=[CH:18][C:6]([C:7]([N:9]2[CH:14]3[CH2:15][CH2:16][CH:10]2[CH2:11][C:12](=[O:17])[CH2:13]3)=[O:8])=[CH:5][CH:4]=1.[CH3:21][Mg]Br. (6) Given the product [C:14]1([CH2:13][O:12][C:5]2[CH:4]=[CH:3][C:2]([C:34]([F:37])([F:36])[F:35])=[CH:7][C:6]=2[CH2:8][C:9]([NH2:11])=[O:10])[CH:19]=[CH:18][CH:17]=[CH:16][CH:15]=1, predict the reactants needed to synthesize it. The reactants are: Cl[C:2]1[CH:3]=[CH:4][C:5]([O:12][CH2:13][C:14]2[CH:19]=[CH:18][CH:17]=[CH:16][CH:15]=2)=[C:6]([CH2:8][C:9]([NH2:11])=[O:10])[CH:7]=1.C1(COC2C=CC([C:34]([F:37])([F:36])[F:35])=CC=2CC(O)=O)C=CC=CC=1.